From a dataset of Catalyst prediction with 721,799 reactions and 888 catalyst types from USPTO. Predict which catalyst facilitates the given reaction. (1) Reactant: [Cl:1][C:2]([Cl:7])([Cl:6])[C:3](Cl)=[O:4].O[NH:9][C:10](=[NH:18])[CH2:11][C:12]1[CH:17]=[CH:16][CH:15]=[CH:14][CH:13]=1.N1C=CC=CC=1. Product: [CH2:11]([C:10]1[N:18]=[C:3]([C:2]([Cl:7])([Cl:6])[Cl:1])[O:4][N:9]=1)[C:12]1[CH:17]=[CH:16][CH:15]=[CH:14][CH:13]=1. The catalyst class is: 11. (2) Reactant: [C:1]1(=[O:11])[C:10]2[C:5](=[CH:6][CH:7]=[CH:8][CH:9]=2)[CH2:4][CH2:3][CH2:2]1.CC([O-])(C)C.[K+].C(O)(C)(C)C. Product: [C@H:1]1([OH:11])[C:10]2[C:5](=[CH:6][CH:7]=[CH:8][CH:9]=2)[CH2:4][CH2:3][CH2:2]1. The catalyst class is: 32. (3) Product: [CH3:11][C:12]1[CH:17]=[CH:16][C:15]([CH2:18][Se:6][CH2:5][CH2:4][C:7]([OH:9])=[O:8])=[CH:14][CH:13]=1. Reactant: [BH4-].[Na+].N[C@H:4]([C:7]([OH:9])=[O:8])[CH2:5][SeH:6].Cl[CH2:11][C:12]1[CH:17]=[CH:16][C:15]([CH3:18])=[CH:14][CH:13]=1. The catalyst class is: 74. (4) Reactant: [F:1][C:2]1[C:3]([O:10][CH2:11][CH2:12][CH2:13][CH2:14][CH2:15][CH3:16])=[C:4]([OH:9])[C:5]([F:8])=[CH:6][CH:7]=1.Br[CH2:18][CH2:19][CH2:20][CH2:21][CH2:22][CH3:23].C(=O)([O-])[O-].[K+].[K+]. Product: [F:1][C:2]1[CH:7]=[CH:6][C:5]([F:8])=[C:4]([O:9][CH2:18][CH2:19][CH2:20][CH2:21][CH2:22][CH3:23])[C:3]=1[O:10][CH2:11][CH2:12][CH2:13][CH2:14][CH2:15][CH3:16]. The catalyst class is: 4.